This data is from Catalyst prediction with 721,799 reactions and 888 catalyst types from USPTO. The task is: Predict which catalyst facilitates the given reaction. (1) The catalyst class is: 28. Product: [CH3:21][C:4]1([CH3:3])[CH2:9][CH2:8][CH2:7][CH:6]([CH:10]([O:12][C:13]([CH3:20])([CH3:19])[CH:14]=[CH:15][C:16](=[O:18])[CH3:2])[CH3:11])[CH2:5]1. Reactant: [Li][CH3:2].[CH3:3][C:4]1([CH3:21])[CH2:9][CH2:8][CH2:7][CH:6]([CH:10]([O:12][C:13]([CH3:20])([CH3:19])[CH:14]=[CH:15][C:16]([OH:18])=O)[CH3:11])[CH2:5]1. (2) Reactant: [Cl:1][C:2]1[CH:7]=[CH:6][C:5]([O:8][CH:9]2[CH2:13][CH:12]=[CH:11][CH2:10]2)=[C:4]([N+:14]([O-:16])=[O:15])[CH:3]=1.B1C2CCCC1CCC2.[OH-:26].[Na+].OO. Product: [Cl:1][C:2]1[CH:7]=[CH:6][C:5]([O:8][CH:9]2[CH2:10][CH2:11][CH:12]([OH:26])[CH2:13]2)=[C:4]([N+:14]([O-:16])=[O:15])[CH:3]=1. The catalyst class is: 299. (3) Reactant: Cl[CH2:2][C:3]([O:5][CH2:6][CH3:7])=[O:4].[Cl:8][C:9]1[CH:14]=[CH:13][C:12]([C:15]2[N:16]([CH2:21][CH2:22][O:23][CH3:24])[C:17](=[O:20])[NH:18][N:19]=2)=[CH:11][CH:10]=1.C(=O)([O-])[O-].[K+].[K+]. Product: [Cl:8][C:9]1[CH:14]=[CH:13][C:12]([C:15]2[N:16]([CH2:21][CH2:22][O:23][CH3:24])[C:17](=[O:20])[N:18]([CH2:2][C:3]([O:5][CH2:6][CH3:7])=[O:4])[N:19]=2)=[CH:11][CH:10]=1. The catalyst class is: 10. (4) Reactant: [CH2:1]([C:4]1[NH:5][C:6]2[C:11]([CH:12]=1)=[C:10]([C:13]([F:16])([F:15])[F:14])[C:9]([C:17]#[N:18])=[CH:8][CH:7]=2)[CH2:2][CH3:3].C([O-])([O-])=O.[Cs+].[Cs+].Br[CH2:26][C:27]1[N:28]=[CH:29][S:30][CH:31]=1. Product: [CH2:1]([C:4]1[N:5]([CH2:26][C:27]2[N:28]=[CH:29][S:30][CH:31]=2)[C:6]2[C:11]([CH:12]=1)=[C:10]([C:13]([F:15])([F:16])[F:14])[C:9]([C:17]#[N:18])=[CH:8][CH:7]=2)[CH2:2][CH3:3]. The catalyst class is: 10. (5) Reactant: [N:1]1[CH:6]=[CH:5][CH:4]=[CH:3][C:2]=1[C:7]([OH:9])=O.[NH2:10][C:11]1[S:12][CH:13]=[CH:14][N:15]=1.O. Product: [S:12]1[CH:13]=[CH:14][N:15]=[C:11]1[NH:10][C:7]([C:2]1[CH:3]=[CH:4][CH:5]=[CH:6][N:1]=1)=[O:9]. The catalyst class is: 266. (6) Reactant: ClC(Cl)(Cl)[C:3]([C:5]1[NH:6][CH:7]=[C:8]([Cl:10])[CH:9]=1)=[O:4].[NH4+:13].[OH-]. Product: [Cl:10][C:8]1[CH:9]=[C:5]([C:3]([NH2:13])=[O:4])[NH:6][CH:7]=1. The catalyst class is: 10. (7) Reactant: [Br:1][C:2]1[CH:7]=[CH:6][C:5]([CH:8]([CH2:12][NH:13][CH3:14])[CH2:9][CH2:10][OH:11])=[CH:4][CH:3]=1.N1C=CN=C1.[CH:20]([Si:23]([CH:28]([CH3:30])[CH3:29])([CH:25]([CH3:27])[CH3:26])Cl)([CH3:22])[CH3:21]. Product: [Br:1][C:2]1[CH:3]=[CH:4][C:5]([CH:8]([CH2:9][CH2:10][O:11][Si:23]([CH:28]([CH3:30])[CH3:29])([CH:25]([CH3:27])[CH3:26])[CH:20]([CH3:22])[CH3:21])[CH2:12][NH:13][CH3:14])=[CH:6][CH:7]=1. The catalyst class is: 2. (8) Reactant: [OH:1][C:2]1[CH:10]=[CH:9][C:8]2[NH:7][C:6]3[CH:11]([CH2:14][C:15]([O:17][CH2:18][CH3:19])=[O:16])[CH2:12][CH2:13][C:5]=3[C:4]=2[CH:3]=1.C(=O)([O-])[O-].[Cs+].[Cs+].Br[CH2:27][C:28]1[CH:33]=[C:32]([C:34]([F:37])([F:36])[F:35])[CH:31]=[C:30]([C:38]([F:41])([F:40])[F:39])[CH:29]=1. Product: [F:35][C:34]([F:36])([F:37])[C:32]1[CH:33]=[C:28]([CH:29]=[C:30]([C:38]([F:41])([F:39])[F:40])[CH:31]=1)[CH2:27][O:1][C:2]1[CH:10]=[CH:9][C:8]2[NH:7][C:6]3[CH:11]([CH2:14][C:15]([O:17][CH2:18][CH3:19])=[O:16])[CH2:12][CH2:13][C:5]=3[C:4]=2[CH:3]=1. The catalyst class is: 3. (9) Reactant: [CH2:1]([O:5][C:6]1[N:14]=[C:13]2[C:9]([N:10]=[C:11]([O:19][CH3:20])[N:12]2[CH2:15][CH2:16][CH2:17]Cl)=[C:8]([NH2:21])[N:7]=1)[CH2:2][CH2:3][CH3:4].[CH3:22][N:23]1[CH2:28][CH2:27][NH:26][CH2:25][CH2:24]1.C(N(CC)C(C)C)(C)C. The catalyst class is: 3. Product: [CH2:1]([O:5][C:6]1[N:14]=[C:13]2[C:9]([N:10]=[C:11]([O:19][CH3:20])[N:12]2[CH2:15][CH2:16][CH2:17][N:26]2[CH2:27][CH2:28][N:23]([CH3:22])[CH2:24][CH2:25]2)=[C:8]([NH2:21])[N:7]=1)[CH2:2][CH2:3][CH3:4].